This data is from Full USPTO retrosynthesis dataset with 1.9M reactions from patents (1976-2016). The task is: Predict the reactants needed to synthesize the given product. Given the product [F:21][C:18]1[CH:19]=[CH:20][C:15]([C:5]2[C:4]([C:22]3[CH:23]=[CH:24][C:25]([CH3:28])=[CH:26][CH:27]=3)=[N:3][N:2]([O:1][C:31](=[O:32])[N:30]([CH3:29])[C:34]3[CH:39]=[CH:38][CH:37]=[CH:36][CH:35]=3)[C:6]=2[C:7]2[CH:12]=[CH:11][C:10]([O:13][CH3:14])=[CH:9][CH:8]=2)=[CH:16][CH:17]=1, predict the reactants needed to synthesize it. The reactants are: [OH:1][N:2]1[C:6]([C:7]2[CH:12]=[CH:11][C:10]([O:13][CH3:14])=[CH:9][CH:8]=2)=[C:5]([C:15]2[CH:20]=[CH:19][C:18]([F:21])=[CH:17][CH:16]=2)[C:4]([C:22]2[CH:27]=[CH:26][C:25]([CH3:28])=[CH:24][CH:23]=2)=[N:3]1.[CH3:29][N:30]([C:34]1[CH:39]=[CH:38][CH:37]=[CH:36][CH:35]=1)[C:31](Cl)=[O:32].